This data is from Reaction yield outcomes from USPTO patents with 853,638 reactions. The task is: Predict the reaction yield, written as a fraction of the theoretical maximum amount of product (1.0 means a 100% yield; for example, 0.34 means a 34% yield). The reactants are C([O:3][C:4](=O)[CH:5]=[CH:6][CH2:7][CH2:8][C@H:9]1[CH2:14][CH2:13][C@H:12]([N:15]([C:17]([O:19][C:20]([CH3:23])([CH3:22])[CH3:21])=[O:18])[CH3:16])[CH2:11][CH2:10]1)C.[H-].[H-].[H-].[H-].[Li+].[Al+3]. The product is [C:20]([O:19][C:17](=[O:18])[N:15]([C@H:12]1[CH2:11][CH2:10][C@H:9]([CH2:8][CH2:7][CH2:6][CH2:5][CH2:4][OH:3])[CH2:14][CH2:13]1)[CH3:16])([CH3:21])([CH3:23])[CH3:22]. The catalyst is CO.C1COCC1.[Pd]. The yield is 0.970.